Dataset: Peptide-MHC class II binding affinity with 134,281 pairs from IEDB. Task: Regression. Given a peptide amino acid sequence and an MHC pseudo amino acid sequence, predict their binding affinity value. This is MHC class II binding data. (1) The peptide sequence is TPDVSFFDSSFAPYL. The MHC is DRB1_0901 with pseudo-sequence DRB1_0901. The binding affinity (normalized) is 0.454. (2) The peptide sequence is AAATATATAAVGAAT. The MHC is HLA-DPA10103-DPB10201 with pseudo-sequence HLA-DPA10103-DPB10201. The binding affinity (normalized) is 0. (3) The peptide sequence is DVEMTKEASREYEDK. The binding affinity (normalized) is 0.167. The MHC is DRB1_1302 with pseudo-sequence DRB1_1302. (4) The peptide sequence is YDKFLANVSWVLTGK. The binding affinity (normalized) is 0.535. The MHC is DRB1_0405 with pseudo-sequence DRB1_0405. (5) The peptide sequence is KTMAVCTNAKVTAKG. The MHC is DRB1_1001 with pseudo-sequence DRB1_1001. The binding affinity (normalized) is 0.311. (6) The peptide sequence is GFTMEWFLSGLEHDH. The MHC is DRB1_0101 with pseudo-sequence DRB1_0101. The binding affinity (normalized) is 0.573. (7) The peptide sequence is PVGDIYKRWIILGLNKIV. The MHC is HLA-DPA10201-DPB10101 with pseudo-sequence HLA-DPA10201-DPB10101. The binding affinity (normalized) is 0.586.